The task is: Regression. Given a target protein amino acid sequence and a drug SMILES string, predict the binding affinity score between them. We predict pIC50 (pIC50 = -log10(IC50 in M); higher means more potent). Dataset: bindingdb_ic50.. This data is from Drug-target binding data from BindingDB using IC50 measurements. (1) The small molecule is O=C(NCB(O)O)c1ccccc1C(F)(F)F. The target protein (P39045) has sequence MKQSSPEPLRPRRTGGRGGARRAAALVTIPLLPMTLLGASPALADASGARLTELREDIDAILEDPALEGAVSGVVVVDTATGEELYSRDGGEQLLPASNMKLFTAAAALEVLGADHSFGTEVAAESAPGRRGEVQDLYLVGRGDPTLSAEDLDAMAAEVAASGVRTVRGDLYADDTWFDSERLVDDWWPEDEPYAYSAQISALTVAHGERFDTGVTEVSVTPAAEGEPADVDLGAAEGYAELDNRAVTGAAGSANTLVIDRPVGTNTIAVTGSLPADAAPVTALRTVDEPAALAGHLFEEALESNGVTVKGDVGLGGVPADWQDAEVLADHTSAELSEILVPFMKFSNNGHAEMLVKSIGQETAGAGTWDAGLVGVEEALSGLGVDTAGLVLNDGSGLSRGNLVTADTVVDLLGQAGSAPWAQTWSASLPVAGESDPFVGGTLANRMRGTAAEGVVEAKTGTMSGVSALSGYVPGPEGELAFSIVNNGHSGPAPLAVQDA.... The pIC50 is 4.8. (2) The compound is Nc1ncnc2c1ncn2[C@@H]1OC(CN(CCNCCc2ccc(Cl)cc2)CCC(N)C(=O)O)[C@@H](O)[C@H]1O. The target protein sequence is MGQTGKKSEKGPVCWRKRVKSEYMRLRQLKRFRRADEVKSMFSSNRQKILERTEILNQEWKQRRIQPVHILTSVSSLRGTRECSVTSDLDFPTQVIPLKTLNAVASVPIMYSWSPLQQNFMVEDETVLHNIPYMGDEVLDQDGTFIEELIKNYDGKVHGDRECGFINDEIFVELVNALGQYNDDDDDDDGDDPEEREEKQKDLEDHRDDKESRPPRKFPSDKIFEAISSMFPDKGTAEELKEKYKELTEQQLPGALPPECTPNIDGPNAKSVQREQSLHSFHTLFCRRCFKYDCFLHPFHATPNTYKRKNTETALDNKPCGPQCYQHLEGAKEFAAALTAERIKTPPKRPGGRRRGRLPNNSSRPSTPTINVLESKDTDSDREAGTETGGENNDKEEEEKKDETSSSSEANSRCQTPIKMKPNIEPPENVEWSGAEASMFRVLIGTYYDNFCAIARLIGTKTCRQVYEFRVKESSIIAPAPAEDVDTPPRKKKRKHRLWA.... The pIC50 is 5.1. (3) The small molecule is COCCCOc1cc(C(=O)N(C[C@@H]2CNC[C@H]2Cc2ccccc2)C(C)C)ccc1OC. The target protein sequence is MKTLLLLLLVLLELGEAQGSLHRVPLRRHPSLKKKLRARSQLSEFWKSHNLDMIQFTESCSMDQSAKEPLINYLDMEYFGTISIGSPPQNFTVIFDTGSSNLWVPSVYCTSPACKTHSRFQPSQSSTYSQPGQSFSIQYGTGSLSGIIGADQVSAFATQVEGLTVVGQQFGESVTEPGQTFVDAEFDGILGLGYPSLAVGGVTPVFDNMMAQNLVDLPMFSVYMSSNPEGGAGSELIFGGYDHSHFSGSLNWVPVTKQAYWQIALDNIQVGGTVMFCSEGCQAIVDTGTSLITGPSDKIKQLQNAIGAAPVDGEYAVECANLNVMPDVTFTINGVPYTLSPTAYTLLDFVDGMQFCSSGFQGLDIHPPAGPLWILGDVFIRQFYSVFDRGNNRVGLAPAVP. The pIC50 is 4.5. (4) The compound is CCCCCCCCS(=O)CC(P(=O)(O)O)P(=O)(O)O. The target protein sequence is MTAFACFPHSLFYSTRLPFFFFFFCVCVHCCLRYLCLLKCAYCCSDKNYFRPLNYFFYCLYLAMASMERFLSVYDEVQAFLLDQLQSKYEIDPNRARYLRIMMDTTCLGGKYFRGMTVVNVAEGFLAVTQHDEATKERILHDACVGGWMIEFLQAHYLVEDDIMDGSVMRRGKPCWYRFPGVTTQCAINDGIILKSWTQIMAWHYFADRPFLKDLLCLFQKVDYATAVGQMYDVTSMCDSNKLDPEVAQPMTTDFAEFTPAIYKRIVKYKTTFYTYLLPLVMGLLVSEAAASVEMNLVERVAHLIGEYFQVQDDVMDCFTPPEQLGKVGTDIEDAKCSWLAVTFLGKANAAQVAEFKANYGEKDPAKVAVVKRLYSKANLQADFAAYEAEVVREVESLIEQLKVKSPTFAESVAVVWEKTHKRKK. The pIC50 is 5.0. (5) The small molecule is O=C(O)c1ccc2c(c1)ncn2Cc1cccc(C(F)(F)F)c1. The target protein (P13716) has sequence MQPQSVLHSGYFHPLLRAWQTATTTLNASNLIYPIFVTDVPDDIQPITSLPGVARYGVKRLEEMLRPLVEEGLRCVLIFGVPSRVPKDERGSAADSEESPAIEAIHLLRKTFPNLLVACDVCLCPYTSHGHCGLLSENGAFRAEESRQRLAEVALAYAKAGCQVVAPSDMMDGRVEAIKEALMAHGLGNRVSVMSYSAKFASCFYGPFRDAAKSSPAFGDRRCYQLPPGARGLALRAVDRDVREGADMLMVKPGMPYLDIVREVKDKHPDLPLAVYHVSGEFAMLWHGAQAGAFDLKAAVLEAMTAFRRAGADIIITYYTPQLLQWLKEE. The pIC50 is 3.7. (6) The drug is O=C(O)c1cc2c(cc1S(=O)(=O)O)C1C(C3C2C2(Cl)C(Cl)=C(Cl)C3(Cl)C2(Cl)Cl)C2(Cl)C(Cl)=C(Cl)C1(Cl)C2(Cl)Cl. The target protein sequence is MSSPNRKLKPTILVVDDEPDNLDLLYRTFHREFKVLKAESGPAALKILEEVGEVAVIISDQRMPYMSGTEFLSLTATQYPDSIRIILTGYTDVEDLVEAINSGKVFKYVTKPWKSDELKAIVQQGLETHNVLKSRTEELRLAQKQESLLYEVTSTIRACPNSQEMLQRIVETVGKMFEVSYCLLRSFGVGSDLIGLGAGVSPTKQDITATQGKEWFAYLAEGQNHQNSTTDNISVINNNDLELRSLVWETTEVMILSEGLGNDISDHDGPEWQQRRDVYQRADIRSSLIVPLYYRQELLAVLALHHTGSPRNWHEHEVQLAAGVADQAALALSQVRAYEQVRELARREALVNTITNAIRSSLDPQKIFAAITEQLGEALEVDGCALSLWSPGDEYMQCVGLYNAAIKETVVETRPAALSEPDTSTTTNLPLLGVETNQSIESDQSDDLPQSAAPISGNPVLQELIRTRAPVAIADIEQRPDSMVMLPLRSPSKALLVVPL.... The pIC50 is 5.3. (7) The small molecule is CC[N+](CC)(CC)CC. The target protein (O08966) has sequence MPTVDDVLEHVGEFGWFQKQAFLLLCLISASLAPIYVGIVFLGFTPDHHCRSPGVAELSQRCGWSPAEELNYTVPGLGSAGEASFLSQCMKYEVDWNQSTLDCVDPLSSLAANRSHLPLSPCEHGWVYDTPGSSIVTEFNLVCGDAWKVDLFQSCVNLGFFLGSLVVGYIADRFGRKLCLLVTTLVTSLSGVLTAVAPDYTSMLLFRLLQGMVSKGSWVSGYTLITEFVGSGYRRTTAILYQVAFTVGLVGLAGVAYAIPDWRWLQLAVSLPTFLFLLYYWFVPESPRWLLSQKRTTQAVRIMEQIAQKNRKVPPADLKMMCLEEDASERRSPSFADLFRTPSLRKHTLILMYLWFSCAVLYQGLIMHVGATGANLYLDFFYSSLVEFPAAFIILVTIDRIGRIYPIAASNLVAGAACLLMIFIPHELHWLNVTLACLGRMGATIVLQMVCLVNAELYPTFIRNLGMMVCSALCDLGGIFTPFMVFRLMEVWQALPLILF.... The pIC50 is 6.3. (8) The drug is C[C@]1(/C=C\c2cncs2)[C@H](C(=O)[O-])N2C(=O)C[C@H]2S1(=O)=O. The target protein (P00808) has sequence MKLWFSTLKLKKAAAVLLFSCVALAGCANNQTNASQPAEKNEKTEMKDDFAKLEEQFDAKLGIFALDTGTNRTVAYRPDERFAFASTIKALTVGVLLQQKSIEDLNQRITYTRDDLVNYNPITEKHVDTGMTLKELADASLRYSDNAAQNLILKQIGGPESLKKELRKIGDEVTNPERFEPELNEVNPGETQDTSTARALVTSLRAFALEDKLPSEKRELLIDWMKRNTTGDALIRAGVPDGWEVADKTGAASYGTRNDIAIIWPPKGDPVVLAVLSSRDKKDAKYDDKLIAEATKVVMKALNMNGK. The pIC50 is 6.3.